From a dataset of Forward reaction prediction with 1.9M reactions from USPTO patents (1976-2016). Predict the product of the given reaction. (1) Given the reactants [F:1][C@H:2]1[CH2:6][CH2:5][N:4]([C:7]2[CH:8]=[CH:9][C:10]3[N:11]([C:13]([NH2:16])=[CH:14][N:15]=3)[N:12]=2)[CH2:3]1.[CH3:17][C:18]1[N:23]=[C:22]([C:24](O)=[O:25])[CH:21]=[CH:20][CH:19]=1.CCN(C(C)C)C(C)C.CN(C(ON1N=NC2C=CC=NC1=2)=[N+](C)C)C.F[P-](F)(F)(F)(F)F, predict the reaction product. The product is: [F:1][C@H:2]1[CH2:6][CH2:5][N:4]([C:7]2[CH:8]=[CH:9][C:10]3[N:11]([C:13]([NH:16][C:24](=[O:25])[C:22]4[CH:21]=[CH:20][CH:19]=[C:18]([CH3:17])[N:23]=4)=[CH:14][N:15]=3)[N:12]=2)[CH2:3]1. (2) The product is: [CH3:18][O:17][C:11]1[CH:10]=[C:9]([NH:8][C:6]2[C:5]([F:19])=[CH:4][N:3]=[C:2]([NH:34][C:28]3[CH:29]=[CH:30][CH:31]=[C:32]4[C:27]=3[NH:26][C:25]([C:23]([O:22][CH2:20][CH3:21])=[O:24])=[CH:33]4)[N:7]=2)[CH:14]=[C:13]([O:15][CH3:16])[CH:12]=1. Given the reactants Cl[C:2]1[N:7]=[C:6]([NH:8][C:9]2[CH:14]=[C:13]([O:15][CH3:16])[CH:12]=[C:11]([O:17][CH3:18])[CH:10]=2)[C:5]([F:19])=[CH:4][N:3]=1.[CH2:20]([O:22][C:23]([C:25]1[NH:26][C:27]2[C:32]([CH:33]=1)=[CH:31][CH:30]=[CH:29][C:28]=2[NH2:34])=[O:24])[CH3:21], predict the reaction product. (3) Given the reactants C[O:2][C:3]([C:5]1[S:6][CH:7]=[CH:8][C:9]=1[S:10](=[O:29])(=[O:28])[N:11]=[C:12]1[NH:16][C:15](=[O:17])[C:14](=[CH:18][C:19]2[CH:27]=[CH:26][C:22]3[O:23][CH2:24][O:25][C:21]=3[CH:20]=2)[S:13]1)=[O:4].O[Li].O, predict the reaction product. The product is: [O:23]1[C:22]2[CH:26]=[CH:27][C:19]([CH:18]=[C:14]3[S:13][C:12](=[N:11][S:10]([C:9]4[CH:8]=[CH:7][S:6][C:5]=4[C:3]([OH:4])=[O:2])(=[O:28])=[O:29])[NH:16][C:15]3=[O:17])=[CH:20][C:21]=2[O:25][CH2:24]1. (4) Given the reactants [O:1]=[C:2]([N:26]1[CH2:31][CH2:30][N:29]([C:32](=[O:43])[C:33]2[CH:38]=[CH:37][CH:36]=[CH:35][C:34]=2[C:39]([F:42])([F:41])[F:40])[CH2:28][CH2:27]1)[CH2:3][NH:4][C:5]([C:7]1[CH:11]=[C:10]([C:12]2[CH:17]=[CH:16][CH:15]=[CH:14][C:13]=2[O:18]CC2C=CC=CC=2)[O:9][N:8]=1)=[O:6], predict the reaction product. The product is: [O:1]=[C:2]([N:26]1[CH2:27][CH2:28][N:29]([C:32](=[O:43])[C:33]2[CH:38]=[CH:37][CH:36]=[CH:35][C:34]=2[C:39]([F:40])([F:42])[F:41])[CH2:30][CH2:31]1)[CH2:3][NH:4][C:5]([C:7]1[CH:11]=[C:10]([C:12]2[CH:17]=[CH:16][CH:15]=[CH:14][C:13]=2[OH:18])[O:9][N:8]=1)=[O:6]. (5) Given the reactants Cl[C:2]1[N:10]=[C:9]2[C:5]([N:6]=[CH:7][N:8]2[C@@H:11]2[CH2:15][C@H:14]([N:16]3[N:20]=[N:19][C:18]([CH2:21][CH3:22])=[N:17]3)[C@@H:13]([OH:23])[C@H:12]2[OH:24])=[C:4]([NH:25][CH2:26][CH:27]([C:34]2[CH:39]=[CH:38][CH:37]=[CH:36][CH:35]=2)[C:28]2[CH:33]=[CH:32][CH:31]=[CH:30][CH:29]=2)[N:3]=1.FC(F)(F)C(O)=O.C1(C(C2C=CC=CC=2)CNC2N=C(NCCN3CCCCC3)N=[C:61]3C=2N=[CH:59][N:60]3[C@@H:74]2[CH2:78][C@H:77]([N:79]3[CH:83]=C(CO)C=N3)[C@@H](O)[C@H]2O)C=CC=CC=1.CN(C)[C@@H]1CCNC1, predict the reaction product. The product is: [CH3:61][N:60]([CH3:59])[C@@H:74]1[CH2:78][CH2:77][N:79]([C:2]2[N:10]=[C:9]3[C:5]([N:6]=[CH:7][N:8]3[C@@H:11]3[CH2:15][C@H:14]([N:16]4[N:20]=[N:19][C:18]([CH2:21][CH3:22])=[N:17]4)[C@@H:13]([OH:23])[C@H:12]3[OH:24])=[C:4]([NH:25][CH2:26][CH:27]([C:28]3[CH:33]=[CH:32][CH:31]=[CH:30][CH:29]=3)[C:34]3[CH:35]=[CH:36][CH:37]=[CH:38][CH:39]=3)[N:3]=2)[CH2:83]1. (6) Given the reactants [OH:1][C:2]1[CH:10]=[CH:9][CH:8]=[C:7]2[C:3]=1[CH:4]=[CH:5][N:6]2[CH3:11].[C:12]([C:14]1[CH:15]=[C:16]([CH:19]=[CH:20][CH:21]=1)[CH:17]=O)#[N:13].[C:22](#[N:26])[CH2:23][C:24]#[N:25], predict the reaction product. The product is: [NH2:26][C:22]1[O:1][C:2]2[C:10]([CH:17]([C:16]3[CH:19]=[CH:20][CH:21]=[C:14]([C:12]#[N:13])[CH:15]=3)[C:23]=1[C:24]#[N:25])=[CH:9][CH:8]=[C:7]1[N:6]([CH3:11])[CH:5]=[CH:4][C:3]=21.